This data is from Catalyst prediction with 721,799 reactions and 888 catalyst types from USPTO. The task is: Predict which catalyst facilitates the given reaction. (1) Reactant: [CH2:1]([O:8][CH2:9][CH:10]([NH:25][C:26](=O)OC(C)(C)C)[CH2:11][N:12]([C:21](=[O:24])CBr)[CH2:13][C:14]1[CH:19]=[CH:18][C:17]([F:20])=[CH:16][CH:15]=1)[C:2]1[CH:7]=[CH:6][CH:5]=[CH:4][CH:3]=1.FC(F)(F)C(O)=O. Product: [CH2:1]([O:8][CH2:9][CH:10]1[CH2:11][N:12]([CH2:13][C:14]2[CH:15]=[CH:16][C:17]([F:20])=[CH:18][CH:19]=2)[C:21](=[O:24])[CH2:26][NH:25]1)[C:2]1[CH:3]=[CH:4][CH:5]=[CH:6][CH:7]=1. The catalyst class is: 2. (2) Reactant: [Br:1][C:2]1[CH:7]=[CH:6][C:5]([C:8]2([OH:19])[CH2:11][CH:10]([C:12]([O:14]C(C)(C)C)=[O:13])[CH2:9]2)=[CH:4][C:3]=1[F:20]. Product: [Br:1][C:2]1[CH:7]=[CH:6][C:5]([C:8]2([OH:19])[CH2:11][CH:10]([C:12]([OH:14])=[O:13])[CH2:9]2)=[CH:4][C:3]=1[F:20]. The catalyst class is: 273. (3) Reactant: [NH2:1][C:2]1[CH:18]=[CH:17][C:5]([C:6]([C:8]2[CH2:13][CH2:12][CH2:11][CH2:10][C:9]=2[C:14](O)=[O:15])=O)=[CH:4][CH:3]=1.O.[NH2:20][NH2:21]. Product: [NH2:1][C:2]1[CH:18]=[CH:17][C:5]([C:6]2[C:8]3[CH2:13][CH2:12][CH2:11][CH2:10][C:9]=3[C:14](=[O:15])[NH:21][N:20]=2)=[CH:4][CH:3]=1. The catalyst class is: 8.